Dataset: Reaction yield outcomes from USPTO patents with 853,638 reactions. Task: Predict the reaction yield, written as a fraction of the theoretical maximum amount of product (1.0 means a 100% yield; for example, 0.34 means a 34% yield). (1) The reactants are [S:1]1[CH:5]=[CH:4][CH:3]=[C:2]1[CH2:6][NH:7][C:8]([C:10]1[CH:25]=[C:13]2[CH:14]=[C:15]([C:19]3[CH:24]=[CH:23][CH:22]=[CH:21][CH:20]=3)[CH:16]=[C:17]([Br:18])[N:12]2[N:11]=1)=[O:9].C1C(=O)N([Cl:33])C(=O)C1. The catalyst is CN(C=O)C.CCOC(C)=O. The product is [S:1]1[CH:5]=[CH:4][CH:3]=[C:2]1[CH2:6][NH:7][C:8]([C:10]1[C:25]([Cl:33])=[C:13]2[CH:14]=[C:15]([C:19]3[CH:20]=[CH:21][CH:22]=[CH:23][CH:24]=3)[CH:16]=[C:17]([Br:18])[N:12]2[N:11]=1)=[O:9]. The yield is 0.380. (2) The reactants are C[O:2][C:3](=[O:29])/[CH:4]=[CH:5]/[C:6]1[CH:7]=[CH:8][C:9]2[O:19][C:13]3([CH2:18][CH2:17][NH:16][CH2:15][CH2:14]3)[N:12]([CH2:20][C:21]3[CH:26]=[CH:25][CH:24]=[CH:23][CH:22]=3)[C:11](=[O:27])[C:10]=2[CH:28]=1.[CH2:30](Br)[C:31]1[CH:36]=[CH:35][CH:34]=[CH:33][CH:32]=1.Cl. The catalyst is CC(O)=O. The product is [CH2:30]([N:16]1[CH2:17][CH2:18][C:13]2([N:12]([CH2:20][C:21]3[CH:22]=[CH:23][CH:24]=[CH:25][CH:26]=3)[C:11](=[O:27])[C:10]3[CH:28]=[C:6](/[CH:5]=[CH:4]/[C:3]([OH:29])=[O:2])[CH:7]=[CH:8][C:9]=3[O:19]2)[CH2:14][CH2:15]1)[C:31]1[CH:36]=[CH:35][CH:34]=[CH:33][CH:32]=1. The yield is 0.950. (3) The product is [CH2:17]([O:16][C:14]([C:13]1[S:11][C:9]([CH2:8][C:5]2[CH:4]=[CH:3][C:2]([Br:1])=[CH:7][CH:6]=2)=[N:10][C:19]=1[CH3:20])=[O:15])[CH3:18]. The catalyst is N1C=CC=CC=1.C(O)C. The yield is 0.521. The reactants are [Br:1][C:2]1[CH:7]=[CH:6][C:5]([CH2:8][C:9](=[S:11])[NH2:10])=[CH:4][CH:3]=1.Cl[CH:13]([C:19](=O)[CH3:20])[C:14]([O:16][CH2:17][CH3:18])=[O:15].